From a dataset of Peptide-MHC class I binding affinity with 185,985 pairs from IEDB/IMGT. Regression. Given a peptide amino acid sequence and an MHC pseudo amino acid sequence, predict their binding affinity value. This is MHC class I binding data. (1) The peptide sequence is QQYHRFGLY. The MHC is HLA-B46:01 with pseudo-sequence HLA-B46:01. The binding affinity (normalized) is 0.0847. (2) The peptide sequence is VLPVPGASV. The MHC is HLA-A30:01 with pseudo-sequence HLA-A30:01. The binding affinity (normalized) is 0.0378. (3) The peptide sequence is SQDNQWSYK. The MHC is HLA-A11:01 with pseudo-sequence HLA-A11:01. The binding affinity (normalized) is 0.695. (4) The peptide sequence is FEHIVYGDF. The MHC is HLA-B40:02 with pseudo-sequence HLA-B40:02. The binding affinity (normalized) is 0.384. (5) The peptide sequence is IVAAVIIMA. The MHC is HLA-A68:02 with pseudo-sequence HLA-A68:02. The binding affinity (normalized) is 0.705.